This data is from Forward reaction prediction with 1.9M reactions from USPTO patents (1976-2016). The task is: Predict the product of the given reaction. (1) Given the reactants [C:1]1([N:7]2[CH:11]=[C:10]([CH2:12][OH:13])[N:9]=[C:8]2[S:14][C:15]2[CH:20]=[CH:19][CH:18]=[CH:17][CH:16]=2)[CH:6]=[CH:5][CH:4]=[CH:3][CH:2]=1.C[N+]1([O-])CCOCC1, predict the reaction product. The product is: [C:1]1([N:7]2[CH:11]=[C:10]([CH:12]=[O:13])[N:9]=[C:8]2[S:14][C:15]2[CH:16]=[CH:17][CH:18]=[CH:19][CH:20]=2)[CH:2]=[CH:3][CH:4]=[CH:5][CH:6]=1. (2) Given the reactants CC1C=CC(S([O:11][CH2:12][CH2:13][CH2:14][NH:15][C:16]2[C:17](=[O:33])[N:18]([C:29]([CH3:32])([CH3:31])[CH3:30])[S:19](=[O:28])(=[O:27])[C:20]=2[C:21]2[CH:26]=[CH:25][CH:24]=[CH:23][CH:22]=2)(=O)=O)=CC=1.[OH:34][CH2:35][C:36]1[CH:37]=[C:38](O)[CH:39]=[CH:40][CH:41]=1.C([O-])([O-])=O.[K+].[K+], predict the reaction product. The product is: [C:29]([N:18]1[C:17](=[O:33])[C:16]([NH:15][CH2:14][CH2:13][CH2:12][O:11][C:40]2[CH:39]=[CH:38][CH:37]=[C:36]([CH2:35][OH:34])[CH:41]=2)=[C:20]([C:21]2[CH:26]=[CH:25][CH:24]=[CH:23][CH:22]=2)[S:19]1(=[O:27])=[O:28])([CH3:30])([CH3:32])[CH3:31]. (3) The product is: [CH3:24][O:23][CH2:22][CH2:21][C:20]([NH:19][C:16]1[CH:17]=[CH:18][C:13]([NH:12][C:7]2[N:6]=[CH:5][C:4]3[C:9](=[CH:10][CH:11]=[C:2]([C:35]4[CH:36]=[CH:37][N:32]=[CH:33][CH:34]=4)[CH:3]=3)[N:8]=2)=[CH:14][CH:15]=1)=[O:25]. Given the reactants Br[C:2]1[CH:3]=[C:4]2[C:9](=[CH:10][CH:11]=1)[N:8]=[C:7]([NH:12][C:13]1[CH:18]=[CH:17][C:16]([NH:19][C:20](=[O:25])[CH2:21][CH2:22][O:23][CH3:24])=[CH:15][CH:14]=1)[N:6]=[CH:5]2.C(=O)([O-])[O-].[K+].[K+].[N:32]1[CH:37]=[CH:36][C:35](B(O)O)=[CH:34][CH:33]=1.C(Cl)Cl, predict the reaction product. (4) Given the reactants FC(F)(F)S(O[C:7]1[C:12]([C:13](=[O:15])[CH3:14])=[CH:11][C:10]([Cl:16])=[C:9]([CH3:17])[C:8]=1[C:18]#[N:19])(=O)=O.[F:22][C:23]1[CH:24]=[C:25](B(O)O)[CH:26]=[CH:27][CH:28]=1.N#N, predict the reaction product. The product is: [C:13]([C:12]1[CH:11]=[C:10]([Cl:16])[C:9]([CH3:17])=[C:8]([C:18]#[N:19])[C:7]=1[C:27]1[CH:26]=[CH:25][CH:24]=[C:23]([F:22])[CH:28]=1)(=[O:15])[CH3:14]. (5) The product is: [O:3]=[C:4]1[CH2:9][CH2:8][CH:7]([C:10]#[N:11])[CH2:6][CH2:5]1. Given the reactants C[Si](C)(C)[O:3][C:4]1[CH2:9][CH2:8][CH:7]([C:10]#[N:11])[CH2:6][CH:5]=1.S(=O)(=O)(O)O.[Cl-].[NH4+], predict the reaction product. (6) Given the reactants C[O:2][C:3](=[O:23])[CH2:4][CH2:5][C:6]1([CH3:22])[CH2:15][CH2:14][C:13]2[C:8](=[C:9]3[CH:20]4[CH2:21][CH:17]([CH2:18][CH2:19]4)[C:10]3=[C:11]([OH:16])[CH:12]=2)[O:7]1.[OH-].[Na+].O1CCO[CH2:28][CH2:27]1, predict the reaction product. The product is: [OH:16][C:11]1[CH:12]=[C:13]2[C:8](=[C:9]3[CH:20]4[CH2:27][CH2:28][CH2:21][CH:17]([CH2:18][CH2:19]4)[C:10]=13)[O:7][C:6]([CH2:5][CH2:4][C:3]([OH:2])=[O:23])([CH3:22])[CH2:15][CH2:14]2.